The task is: Binary Classification. Given a miRNA mature sequence and a target amino acid sequence, predict their likelihood of interaction.. This data is from Experimentally validated miRNA-target interactions with 360,000+ pairs, plus equal number of negative samples. (1) The miRNA is mmu-miR-3058-3p with sequence UUCCUGUCAGCCGUGGGUGCC. The protein sequence of the target gene is MLRMRVPALLVLLFCFRGRAGPSPHFLQQPEDLVVLLGEEARLPCALGAYWGLVQWTKSGLALGGQRDLPGWSRYWISGNAANGQHDLHIRPVELEDEASYECQATQAGLRSRPAQLHVLVPPEAPQVLGGPSVSLVAGVPANLTCRSRGDARPTPELLWFRDGVLLDGATFHQTLLKEGTPGSVESTLTLTPFSHDDGATFVCRARSQALPTGRDTAITLSLQYPPEVTLSASPHTVQEGEKVIFLCQATAQPPVTGYRWAKGGSPVLGARGPRLEVVADASFLTEPVSCEVSNAVGSA.... Result: 0 (no interaction). (2) The miRNA is gga-miR-23b-5p with sequence GGGUUCCUGGCAUGAUGAUUU. The protein sequence of the target gene is MLEGLVAWVLNTYLGKYVNNLNTDQLSVALLKGAVELENLPLKKDALKELELPFEVKAGFIGKVTLQIPFYRPHVDPWVISISSLHLIGAPEKIQDFNDEKEKLLERERKKALLQALEEKWKNDRQQKGESYWYSVTASVVTRIVENIELKIQDVHLRFEDGVTNPSHPFAFGICIKNVSMQNAVNEPVQKLMRKKQLDVAEFSIYWDVDCTLLGDLPQMELQEAMARSMESRSHHYVLEPVFASALLKRNCSKKPLRSRHSPRIDCDIQLETIPLKLSQLQYRQIMEFLKELERKERQV.... Result: 0 (no interaction). (3) The miRNA is mmu-miR-669b-5p with sequence AGUUUUGUGUGCAUGUGCAUGU. The protein sequence of the target gene is MYNTVWSMDRDDADWREVMMPYSTELIFYIEMDPPALPPKPPKPMTPAVTNGMKDSFISLQDAEWYWGDISREEVNDKLRDMPDGTFLVRDASTKMQGDYTLTLRKGGNNKLIKIYHRDGKYGFSEPLTFTSVVELINHYHHESLAQYNPKLDVKLTYPVSRFQQDQLVKEDNIDAVGKNLQEFHSQYQEKSKEYDRLYEEYTRTSQEIQMKRTAIEAFNETIKIFEEQCHTQEQHSKDYIERFRREGNEKEIERIMMNYDKLKSRLGEIHDSKLRLEQDLKKQALDNREIDKKMNSIKP.... Result: 1 (interaction). (4) The protein sequence of the target gene is MEAEESEKAATEQEPLEGTEQTLDAEEEQEESEEAACGSKKRVVPGIVYLGHIPPRFRPLHVRNLLSAYGEVGRVFFQAEDRFVRRKKKAAAAAGGKKRSYTKDYTEGWVEFRDKRIAKRVAASLHNTPMGARRRSPFRYDLWNLKYLHRFTWSHLSEHLAFERQVRRQRLRAEVAQAKRETDFYLQSVERGQRFLAADGDPARPDGSWTFAQRPTEQELRARKAARPGGRERARLATAQDKARSNKGLLARIFGAPPPSESMEGPSLVRDS. Result: 1 (interaction). The miRNA is hsa-miR-3918 with sequence ACAGGGCCGCAGAUGGAGACU. (5) The miRNA is mmu-miR-7a-2-3p with sequence CAACAAGUCCCAGUCUGCCACA. The protein sequence of the target gene is MAQRYDDLPHYGGMDGVGIPSTMYGDPHAARSMQPVHHLNHGPPLHSHQYPHTAHTNAMAPSMGSSVNDALKRDKDAIYGHPLFPLLALIFEKCELATCTPREPGVAGGDVCSSESFNEDIAVFAKQIRAEKPLFSSNPELDNLMIQAIQVLRFHLLELEKVHELCDNFCHRYISCLKGKMPIDLVIDDREGGSKSDSEDVTRSANLTDQPSWNRDHDDTASTRSGGTPGPSSGGHTSHSGDNSSEQGDGLDNSVASPSTGDDDDPDKDKKRHKKRGIFPKVATNIMRAWLFQHLTHPYP.... Result: 0 (no interaction).